Task: Predict which catalyst facilitates the given reaction.. Dataset: Catalyst prediction with 721,799 reactions and 888 catalyst types from USPTO Reactant: [NH2:1][C:2]1[CH:6]=[CH:5][N:4]([CH2:7][CH2:8][CH2:9][OH:10])[N:3]=1.N1C(C)=CC=CC=1C.[CH:19]1([CH2:24][C@H:25]([C:29]2[CH:34]=[CH:33][CH:32]=[C:31]([C:35]([F:38])([F:37])[F:36])[CH:30]=2)[C:26](Cl)=[O:27])[CH2:23][CH2:22][CH2:21][CH2:20]1. Product: [CH:19]1([CH2:24][C@H:25]([C:29]2[CH:34]=[CH:33][CH:32]=[C:31]([C:35]([F:36])([F:37])[F:38])[CH:30]=2)[C:26]([NH:1][C:2]2[CH:6]=[CH:5][N:4]([CH2:7][CH2:8][CH2:9][OH:10])[N:3]=2)=[O:27])[CH2:23][CH2:22][CH2:21][CH2:20]1. The catalyst class is: 2.